This data is from Forward reaction prediction with 1.9M reactions from USPTO patents (1976-2016). The task is: Predict the product of the given reaction. Given the reactants ClC1C=NC(N2CC(NC3C=CC(F)=CC=3F)C2)=C(C=1)C([NH:9][C:10]1([C:13]2[CH:22]=[CH:21][C:16]([C:17]([O:19][CH3:20])=[O:18])=[CH:15][CH:14]=2)[CH2:12][CH2:11]1)=O.[F:37][C:38]1[CH:39]=[N:40][C:41]([O:44][CH:45]2[CH2:48][N:47]([C:49]3[N:57]=[CH:56][C:55]([C:58]([F:61])([F:60])[F:59])=[CH:54][C:50]=3[C:51]([OH:53])=O)[CH2:46]2)=[N:42][CH:43]=1.Cl.NC1(C2C=CC(C(OC)=O)=CC=2)CC1, predict the reaction product. The product is: [F:37][C:38]1[CH:43]=[N:42][C:41]([O:44][CH:45]2[CH2:48][N:47]([C:49]3[N:57]=[CH:56][C:55]([C:58]([F:61])([F:60])[F:59])=[CH:54][C:50]=3[C:51]([NH:9][C:10]3([C:13]4[CH:22]=[CH:21][C:16]([C:17]([O:19][CH3:20])=[O:18])=[CH:15][CH:14]=4)[CH2:12][CH2:11]3)=[O:53])[CH2:46]2)=[N:40][CH:39]=1.